This data is from Forward reaction prediction with 1.9M reactions from USPTO patents (1976-2016). The task is: Predict the product of the given reaction. (1) Given the reactants [Si:1]([O:8][CH2:9][C:10]1[C:11]2[N:12]([N:16]=[C:17]([C:19]([F:22])([F:21])[F:20])[CH:18]=2)[CH:13]=[CH:14][CH:15]=1)([C:4]([CH3:7])([CH3:6])[CH3:5])([CH3:3])[CH3:2].[CH:23](OCC)=[O:24].[Cl-].[NH4+].[BH4-].[Na+], predict the reaction product. The product is: [Si:1]([O:8][CH2:9][C:10]1[C:11]2[N:12]([N:16]=[C:17]([C:19]([F:20])([F:21])[F:22])[CH:18]=2)[C:13]([CH2:23][OH:24])=[CH:14][CH:15]=1)([C:4]([CH3:7])([CH3:5])[CH3:6])([CH3:3])[CH3:2]. (2) Given the reactants [F:1][C:2]1[C:3]([CH:18]=[CH2:19])=[C:4]([CH:12]([OH:17])[CH2:13][CH2:14][CH:15]=[CH2:16])[CH:5]=[C:6]2[C:10]=1[N:9]([CH3:11])[CH:8]=[CH:7]2.C[N+]1([O-])CCOCC1, predict the reaction product. The product is: [F:1][C:2]1[C:3]([CH:18]=[CH2:19])=[C:4]([C:12](=[O:17])[CH2:13][CH2:14][CH:15]=[CH2:16])[CH:5]=[C:6]2[C:10]=1[N:9]([CH3:11])[CH:8]=[CH:7]2. (3) Given the reactants [CH3:1][O:2][CH2:3][C:4]1[CH:5]=[C:6]([CH:9]=[CH:10][CH:11]=1)[CH:7]=O.Cl.[NH2:13][C:14]1([C:17]([O:19][CH3:20])=[O:18])[CH2:16][CH2:15]1, predict the reaction product. The product is: [CH3:1][O:2][CH2:3][C:4]1[CH:5]=[C:6]([CH:9]=[CH:10][CH:11]=1)[CH2:7][NH:13][C:14]1([C:17]([O:19][CH3:20])=[O:18])[CH2:16][CH2:15]1. (4) Given the reactants C([N:8]1[C@H:12]([CH3:13])[CH2:11][CH2:10][C@H:9]1[CH2:14][O:15][C:16]1[CH:25]=[CH:24][C:19]([C:20]([O:22][CH3:23])=[O:21])=[CH:18][CH:17]=1)(OC(C)(C)C)=O.FC(F)(F)C(O)=O, predict the reaction product. The product is: [CH3:13][C@H:12]1[NH:8][C@H:9]([CH2:14][O:15][C:16]2[CH:25]=[CH:24][C:19]([C:20]([O:22][CH3:23])=[O:21])=[CH:18][CH:17]=2)[CH2:10][CH2:11]1. (5) Given the reactants [F:1][C:2]1[C:3]([CH2:22][N:23](C)[C:24](=O)OC(C)(C)C)=[CH:4][N:5]([S:14]([C:17]2[CH:21]=[CH:20][S:19][CH:18]=2)(=[O:16])=[O:15])[C:6]=1[C:7]1[C:8]([F:13])=[N:9][CH:10]=[CH:11][CH:12]=1.C(OCC)(=O)C.[ClH:38], predict the reaction product. The product is: [ClH:38].[F:1][C:2]1[C:3]([CH2:22][NH:23][CH3:24])=[CH:4][N:5]([S:14]([C:17]2[CH:21]=[CH:20][S:19][CH:18]=2)(=[O:16])=[O:15])[C:6]=1[C:7]1[C:8]([F:13])=[N:9][CH:10]=[CH:11][CH:12]=1. (6) Given the reactants [CH3:1][C:2]1([CH3:18])[C:6]([CH3:8])([CH3:7])[O:5][B:4]([C:9]2[CH:10]=[N:11][CH:12]=[C:13]([CH:17]=2)[C:14]([NH2:16])=[O:15])[O:3]1.BrC1N2C=CN=C2C(NC2C=CC(N3CCN(C)CC3)=CC=2)=NC=1.C([O-])([O-])=O.[Na+].[Na+], predict the reaction product. The product is: [NH3:11].[CH3:7][C:6]1([CH3:8])[C:2]([CH3:1])([CH3:18])[O:3][B:4]([C:9]2[CH:10]=[N:11][CH:12]=[C:13]([CH:17]=2)[C:14]([NH2:16])=[O:15])[O:5]1. (7) Given the reactants [C:1]1([S:7]([N:10]([CH2:20][C:21]2[CH:26]=[CH:25][CH:24]=[CH:23][CH:22]=2)[C:11]2[CH:12]=[C:13]([CH:17]=[CH:18][CH:19]=2)[C:14]([OH:16])=O)(=[O:9])=[O:8])[CH:6]=[CH:5][CH:4]=[CH:3][CH:2]=1.[NH2:27][C:28]1[CH:36]=[C:35]2[C:31]([CH:32]=[N:33][NH:34]2)=[CH:30][CH:29]=1.Cl.CN(C)CCCN=C=NCC.SC1SC2C=CC=CC=2N=1.C(N(CC)CC)C, predict the reaction product. The product is: [C:1]1([S:7]([N:10]([CH2:20][C:21]2[CH:26]=[CH:25][CH:24]=[CH:23][CH:22]=2)[C:11]2[CH:12]=[C:13]([CH:17]=[CH:18][CH:19]=2)[C:14]([NH:27][C:28]2[CH:36]=[C:35]3[C:31]([CH:32]=[N:33][NH:34]3)=[CH:30][CH:29]=2)=[O:16])(=[O:8])=[O:9])[CH:6]=[CH:5][CH:4]=[CH:3][CH:2]=1. (8) Given the reactants Cl.[NH2:2][OH:3].[CH3:4][O:5][C:6]1[CH:21]=[C:20]([O:22][CH3:23])[CH:19]=[CH:18][C:7]=1[C:8]([C:10]1[CH:15]=[CH:14][CH:13]=[CH:12][C:11]=1[O:16][CH3:17])=O, predict the reaction product. The product is: [CH3:4][O:5][C:6]1[CH:21]=[C:20]([O:22][CH3:23])[CH:19]=[CH:18][C:7]=1[C:8](=[N:2][OH:3])[C:10]1[CH:15]=[CH:14][CH:13]=[CH:12][C:11]=1[O:16][CH3:17]. (9) Given the reactants ON=C(N)CC1C=CC=CC=1.C(OC(N1CCC(C(O)=O)CC1)=O)(C)(C)C.[ClH:28].CS[C:31]1[CH:48]=[CH:47][C:34]([CH2:35][C:36]2[N:40]=[C:39]([CH:41]3[CH2:46][CH2:45][NH:44][CH2:43][CH2:42]3)[O:38][N:37]=2)=[CH:33][CH:32]=1, predict the reaction product. The product is: [ClH:28].[CH2:35]([C:36]1[N:40]=[C:39]([CH:41]2[CH2:46][CH2:45][NH:44][CH2:43][CH2:42]2)[O:38][N:37]=1)[C:34]1[CH:33]=[CH:32][CH:31]=[CH:48][CH:47]=1. (10) Given the reactants Br[C:2]1[C:7]([CH:8]([CH3:10])[CH3:9])=[C:6]([O:11]C)[N:5]=[C:4]([CH3:13])[C:3]=1[CH2:14][CH:15]1[CH2:17][CH2:16]1.C1([OH:24])C=CC=CC=1.C(Br)(=O)C, predict the reaction product. The product is: [CH:15]1([CH2:14][C:3]2[C:2]([OH:24])=[C:7]([CH:8]([CH3:10])[CH3:9])[C:6](=[O:11])[NH:5][C:4]=2[CH3:13])[CH2:17][CH2:16]1.